Dataset: Forward reaction prediction with 1.9M reactions from USPTO patents (1976-2016). Task: Predict the product of the given reaction. (1) Given the reactants [O:1]1[C:5]2[CH:6]=[CH:7][C:8]([CH2:10][C:11](=[N:13][NH:14][C:15](=[S:17])[NH2:16])[CH3:12])=[CH:9][C:4]=2[O:3][CH2:2]1.Br[CH2:19][C:20]([C:22]1[CH:27]=[CH:26][CH:25]=[C:24]([Cl:28])[CH:23]=1)=O, predict the reaction product. The product is: [O:1]1[C:5]2[CH:6]=[CH:7][C:8]([CH2:10][C:11](=[N:13][NH:14][C:15]3[S:17][CH:19]=[C:20]([C:22]4[CH:27]=[CH:26][CH:25]=[C:24]([Cl:28])[CH:23]=4)[N:16]=3)[CH3:12])=[CH:9][C:4]=2[O:3][CH2:2]1. (2) The product is: [F:10][C:11]1[CH:18]=[CH:17][C:14]([CH2:15][N:3]2[CH2:4][CH:5]3[CH2:8][CH2:9][CH:2]2[CH2:7][NH:6]3)=[CH:13][CH:12]=1. Given the reactants Cl.[CH:2]12[CH2:9][CH2:8][CH:5]([NH:6][CH2:7]1)[CH2:4][NH:3]2.[F:10][C:11]1[CH:18]=[CH:17][C:14]([CH:15]=O)=[CH:13][CH:12]=1.C(N(CC)CC)C.C(O[BH-](OC(=O)C)OC(=O)C)(=O)C.[Na+], predict the reaction product. (3) Given the reactants [NH2:1][C:2]1[C:7]([N:8]([CH3:13])[C:9](=O)[O:10]C)=[C:6]([NH2:14])[N:5]=[C:4]([C:15]2[CH:19]=[C:18]([C:20]3[O:21][CH:22]=[CH:23][N:24]=3)[N:17]([CH2:25][C:26]3[CH:31]=[CH:30][CH:29]=[CH:28][C:27]=3[F:32])[N:16]=2)[N:3]=1.[H-].[Na+], predict the reaction product. The product is: [NH2:1][C:2]1[N:3]=[C:4]([C:15]2[CH:19]=[C:18]([C:20]3[O:21][CH:22]=[CH:23][N:24]=3)[N:17]([CH2:25][C:26]3[CH:31]=[CH:30][CH:29]=[CH:28][C:27]=3[F:32])[N:16]=2)[N:5]=[C:6]2[C:7]=1[N:8]([CH3:13])[C:9](=[O:10])[NH:14]2. (4) Given the reactants [Cl:1][C:2]1[CH:7]=[CH:6][CH:5]=[CH:4][C:3]=1[S:8]([N:11]1[CH2:15][C@@H:14]([C:16]([OH:18])=O)[N:13]([C:19]2[CH:24]=[CH:23][CH:22]=[CH:21][C:20]=2[Cl:25])[C:12]1=[O:26])(=[O:10])=[O:9].[CH3:27][C:28]1[CH:33]=[CH:32][C:31]([CH3:34])=[CH:30][C:29]=1[N:35]1[CH2:40][CH2:39][NH:38][CH2:37][CH2:36]1, predict the reaction product. The product is: [Cl:1][C:2]1[CH:7]=[CH:6][CH:5]=[CH:4][C:3]=1[S:8]([N:11]1[CH2:15][C@@H:14]([C:16]([N:38]2[CH2:39][CH2:40][N:35]([C:29]3[CH:30]=[C:31]([CH3:34])[CH:32]=[CH:33][C:28]=3[CH3:27])[CH2:36][CH2:37]2)=[O:18])[N:13]([C:19]2[CH:24]=[CH:23][CH:22]=[CH:21][C:20]=2[Cl:25])[C:12]1=[O:26])(=[O:9])=[O:10]. (5) The product is: [F:1][C:2]([F:7])([F:6])[C:3]([OH:5])=[O:4].[CH2:8]([S:10]([N:13]1[CH2:14][CH2:15][CH:16]([C:19]2[C:27]3[C:22](=[C:23]([C:43]([NH2:45])=[O:44])[CH:24]=[C:25]([C:28]4[CH:33]=[C:32]([CH2:34][NH:35][CH2:36][C@H:37]5[CH2:41][CH2:40][CH2:39][O:38]5)[CH:31]=[C:30]([F:42])[CH:29]=4)[CH:26]=3)[NH:21][CH:20]=2)[CH2:17][CH2:18]1)(=[O:12])=[O:11])[CH3:9]. Given the reactants [F:1][C:2]([F:7])([F:6])[C:3]([OH:5])=[O:4].[CH2:8]([S:10]([N:13]1[CH2:18][CH2:17][CH:16]([C:19]2[C:27]3[C:22](=[C:23]([C:43]([NH2:45])=[O:44])[CH:24]=[C:25]([C:28]4[CH:33]=[C:32]([CH2:34][NH:35][CH2:36][C@@H:37]5[CH2:41][CH2:40][CH2:39][O:38]5)[CH:31]=[C:30]([F:42])[CH:29]=4)[CH:26]=3)[NH:21][CH:20]=2)[CH2:15][CH2:14]1)(=[O:12])=[O:11])[CH3:9].O1CCC[C@H]1CN, predict the reaction product. (6) Given the reactants [F:1][C:2]1[CH:3]=[C:4]([C@H:8]2[CH2:12][C@@H:11]([OH:13])[CH2:10][N:9]2[C:14]2[CH:19]=[CH:18][N:17]3[N:20]=[CH:21][C:22]([C:23]([N:25]([CH2:35][C:36]4[CH:41]=[CH:40][C:39]([O:42][CH3:43])=[CH:38][CH:37]=4)[CH2:26][C:27]4[CH:32]=[CH:31][C:30]([O:33][CH3:34])=[CH:29][CH:28]=4)=[O:24])=[C:16]3[CH:15]=2)[CH:5]=[CH:6][CH:7]=1.C(N(CC)CC)C.[CH3:51][S:52](Cl)(=[O:54])=[O:53], predict the reaction product. The product is: [CH3:51][S:52]([O:13][C@@H:11]1[CH2:12][C@H:8]([C:4]2[CH:5]=[CH:6][CH:7]=[C:2]([F:1])[CH:3]=2)[N:9]([C:14]2[CH:19]=[CH:18][N:17]3[N:20]=[CH:21][C:22]([C:23](=[O:24])[N:25]([CH2:26][C:27]4[CH:32]=[CH:31][C:30]([O:33][CH3:34])=[CH:29][CH:28]=4)[CH2:35][C:36]4[CH:41]=[CH:40][C:39]([O:42][CH3:43])=[CH:38][CH:37]=4)=[C:16]3[CH:15]=2)[CH2:10]1)(=[O:54])=[O:53]. (7) Given the reactants [C:1](O[BH-](OC(=O)C)OC(=O)C)(=O)C.[Na+].[CH3:15][C@H:16]1[NH:21][CH2:20][CH2:19][N:18]([C:22]2[CH:31]=[CH:30][C:25]([C:26]([O:28][CH3:29])=[O:27])=[CH:24][CH:23]=2)[CH2:17]1.C=O.C(O)(=O)C.C([O-])(O)=O.[Na+], predict the reaction product. The product is: [CH3:15][C@H:16]1[N:21]([CH3:1])[CH2:20][CH2:19][N:18]([C:22]2[CH:31]=[CH:30][C:25]([C:26]([O:28][CH3:29])=[O:27])=[CH:24][CH:23]=2)[CH2:17]1.